From a dataset of Reaction yield outcomes from USPTO patents with 853,638 reactions. Predict the reaction yield, written as a fraction of the theoretical maximum amount of product (1.0 means a 100% yield; for example, 0.34 means a 34% yield). (1) The reactants are [CH:1]1[C:13]2[CH:12]([CH2:14][O:15][C:16](=[O:48])[NH:17][C:18]3[CH:23]=[CH:22][C:21]([NH:24][C:25](=[O:39])[CH2:26][CH2:27][CH2:28][CH2:29][CH:30]4[CH:37]5[CH:33]([NH:34][C:35](=[O:38])[NH:36]5)[CH2:32][S:31]4)=[C:20]([O:40]CC4C=CC=CC=4)[CH:19]=3)[C:11]3[C:6](=[CH:7][CH:8]=[CH:9][CH:10]=3)[C:5]=2[CH:4]=[CH:3][CH:2]=1.C1(SC)C=CC=CC=1. The catalyst is C(O)(C(F)(F)F)=O.O. The product is [CH:1]1[C:13]2[CH:12]([CH2:14][O:15][C:16](=[O:48])[NH:17][C:18]3[CH:23]=[CH:22][C:21]([NH:24][C:25](=[O:39])[CH2:26][CH2:27][CH2:28][CH2:29][CH:30]4[CH:37]5[CH:33]([NH:34][C:35](=[O:38])[NH:36]5)[CH2:32][S:31]4)=[C:20]([OH:40])[CH:19]=3)[C:11]3[C:6](=[CH:7][CH:8]=[CH:9][CH:10]=3)[C:5]=2[CH:4]=[CH:3][CH:2]=1. The yield is 0.630. (2) The reactants are C(OC([N:8]1[CH2:13][CH2:12][CH:11]([C:14]2[CH:19]=[CH:18][C:17]([C:20]3[CH:25]=[CH:24][N:23]=[C:22]([CH3:26])[CH:21]=3)=[CH:16][N:15]=2)[CH2:10][CH2:9]1)=O)(C)(C)C.C(O)(C(F)(F)F)=O.O.[OH-].[Na+]. The catalyst is C(Cl)Cl. The product is [CH3:26][C:22]1[CH:21]=[C:20]([C:17]2[CH:18]=[CH:19][C:14]([CH:11]3[CH2:12][CH2:13][NH:8][CH2:9][CH2:10]3)=[N:15][CH:16]=2)[CH:25]=[CH:24][N:23]=1. The yield is 0.800. (3) The reactants are N[C:2]1[CH:7]=[CH:6][C:5]([N:8]([C:13]2[C:32]([CH:33]3[CH2:35][CH2:34]3)=[CH:31][C:16]3[C:17]([C:27]([NH:29][CH3:30])=[O:28])=[C:18]([C:20]4[CH:25]=[CH:24][C:23]([F:26])=[CH:22][CH:21]=4)[O:19][C:15]=3[CH:14]=2)[S:9]([CH3:12])(=[O:11])=[O:10])=[CH:4][C:3]=1[F:36].N([O-])=O.[Na+].[BrH:41]. The catalyst is C(#N)C. The product is [Br:41][C:2]1[CH:7]=[CH:6][C:5]([N:8]([C:13]2[C:32]([CH:33]3[CH2:35][CH2:34]3)=[CH:31][C:16]3[C:17]([C:27]([NH:29][CH3:30])=[O:28])=[C:18]([C:20]4[CH:25]=[CH:24][C:23]([F:26])=[CH:22][CH:21]=4)[O:19][C:15]=3[CH:14]=2)[S:9]([CH3:12])(=[O:11])=[O:10])=[CH:4][C:3]=1[F:36]. The yield is 0.610. (4) The reactants are Cl[C:2]1[N:7]=[C:6]([C:8]2[S:12][C:11]([N:13]3[CH2:18][CH2:17][N:16]([S:19]([CH3:22])(=[O:21])=[O:20])[CH2:15][CH2:14]3)=[N:10][C:9]=2[C:23]2[C:24]([F:41])=[C:25]([NH:29][S:30]([C:33]3[CH:38]=[C:37]([F:39])[CH:36]=[CH:35][C:34]=3[F:40])(=[O:32])=[O:31])[CH:26]=[CH:27][CH:28]=2)[CH:5]=[CH:4][N:3]=1.[NH4+:42].[OH-].C(Cl)Cl. The catalyst is CO. The product is [NH2:42][C:2]1[N:7]=[C:6]([C:8]2[S:12][C:11]([N:13]3[CH2:18][CH2:17][N:16]([S:19]([CH3:22])(=[O:21])=[O:20])[CH2:15][CH2:14]3)=[N:10][C:9]=2[C:23]2[C:24]([F:41])=[C:25]([NH:29][S:30]([C:33]3[CH:38]=[C:37]([F:39])[CH:36]=[CH:35][C:34]=3[F:40])(=[O:32])=[O:31])[CH:26]=[CH:27][CH:28]=2)[CH:5]=[CH:4][N:3]=1. The yield is 1.00. (5) The reactants are [NH2:1][C:2]1[CH:10]=[C:9]([O:11][CH3:12])[C:8]([O:13][CH3:14])=[CH:7][C:3]=1[C:4]([NH2:6])=[O:5].[OH:15][CH2:16][CH2:17][N:18]([C:22]1[CH:29]=[CH:28][C:25]([CH:26]=O)=[CH:24][CH:23]=1)[CH2:19][CH2:20][OH:21].COC1C=C(OC)C=C2C=1C(=O)NC(C1C=CC=CN=1)=N2. No catalyst specified. The product is [OH:15][CH2:16][CH2:17][N:18]([CH2:19][CH2:20][OH:21])[C:22]1[CH:29]=[CH:28][C:25]([C:26]2[NH:6][C:4](=[O:5])[C:3]3[C:2](=[CH:10][C:9]([O:11][CH3:12])=[C:8]([O:13][CH3:14])[CH:7]=3)[N:1]=2)=[CH:24][CH:23]=1. The yield is 0.240. (6) The reactants are [CH:1]([N:14]1[CH2:17][CH:16]([CH:18](OC)[C:19]2[C:27]3[C:22](=[CH:23][CH:24]=[C:25]([C:28]#[N:29])[CH:26]=3)[NH:21][CH:20]=2)[CH2:15]1)([C:8]1[CH:13]=[CH:12][CH:11]=[CH:10][CH:9]=1)[C:2]1[CH:7]=[CH:6][CH:5]=[CH:4][CH:3]=1.C([SiH](CC)CC)C.FC(F)(F)C(O)=O.[OH-].[NH4+]. The catalyst is C(Cl)Cl. The product is [CH:1]([N:14]1[CH2:15][CH:16]([CH2:18][C:19]2[C:27]3[C:22](=[CH:23][CH:24]=[C:25]([C:28]#[N:29])[CH:26]=3)[NH:21][CH:20]=2)[CH2:17]1)([C:2]1[CH:3]=[CH:4][CH:5]=[CH:6][CH:7]=1)[C:8]1[CH:13]=[CH:12][CH:11]=[CH:10][CH:9]=1. The yield is 0.860. (7) The reactants are [Cl:1][C:2]1[N:7]=[C:6](Cl)[CH:5]=[C:4]([Cl:9])[N:3]=1.[CH3:10][C:11]1(B(O)O)[CH:15]=[C:14]([CH3:16])[O:13][NH:12]1.C1(P(C2C=CC=CC=2)C2C=CC=CC=2)C=CC=CC=1.C(=O)([O-])[O-].[Na+].[Na+]. The catalyst is C1COCC1.O.CC(OC)(C)C.C([O-])(=O)C.[Pd+2].C([O-])(=O)C. The product is [Cl:1][C:2]1[N:3]=[C:4]([Cl:9])[CH:5]=[C:6]([C:15]2[C:11]([CH3:10])=[N:12][O:13][C:14]=2[CH3:16])[N:7]=1. The yield is 0.220. (8) The reactants are [CH3:1][C:2]1[CH:3]=[CH:4][C:5]2[C:10](O)=[N:9][CH:8]=[N:7][C:6]=2[N:12]=1.CCN(C(C)C)C(C)C.O=P(Cl)(Cl)[Cl:24]. The catalyst is ClCCCl. The product is [Cl:24][C:10]1[C:5]2[CH:4]=[CH:3][C:2]([CH3:1])=[N:12][C:6]=2[N:7]=[CH:8][N:9]=1. The yield is 0.760. (9) The reactants are [OH:1][C:2]1[CH:7]=[CH:6][C:5]([C:8]2[CH:12]=[C:11]([C:13]([NH2:15])=[O:14])[O:10][N:9]=2)=[CH:4][CH:3]=1.C([O-])([O-])=O.[K+].[K+].[CH3:22][C:23]1[CH:30]=[CH:29][CH:28]=[CH:27][C:24]=1[CH2:25]Br. The catalyst is [I-].C([N+](CCCC)(CCCC)CCCC)CCC.CN(C=O)C. The product is [CH3:22][C:23]1[CH:30]=[CH:29][CH:28]=[CH:27][C:24]=1[CH2:25][O:1][C:2]1[CH:3]=[CH:4][C:5]([C:8]2[CH:12]=[C:11]([C:13]([NH2:15])=[O:14])[O:10][N:9]=2)=[CH:6][CH:7]=1. The yield is 0.280. (10) The reactants are [CH3:1][C:2]1[CH:7]=[C:6]([CH3:8])[CH:5]=[C:4]([CH3:9])[C:3]=1[NH:10][C:11]1[CH:16]=[CH:15][N:14]=[C:13]([NH:17][C:18]2[CH:25]=[CH:24][C:21]([C:22]#[N:23])=[CH:20][CH:19]=2)[N:12]=1.C[OH:27]. The product is [CH3:1][C:2]1[CH:7]=[C:6]([CH3:8])[CH:5]=[C:4]([CH3:9])[C:3]=1[NH:10][C:11]1[CH:16]=[CH:15][N:14]=[C:13]([NH:17][C:18]2[CH:25]=[CH:24][C:21]([C:22]([NH2:23])=[O:27])=[CH:20][CH:19]=2)[N:12]=1. The catalyst is O. The yield is 0.560.